From a dataset of Reaction yield outcomes from USPTO patents with 853,638 reactions. Predict the reaction yield, written as a fraction of the theoretical maximum amount of product (1.0 means a 100% yield; for example, 0.34 means a 34% yield). (1) The reactants are Br[C:2]1[CH:3]=[C:4]([CH2:8][CH2:9][CH2:10][O:11][CH:12]2[CH2:17][CH2:16][CH2:15][CH2:14][O:13]2)[CH:5]=[CH:6][CH:7]=1.[Li]CCCC.CN(C)[CH:25]=[O:26]. The catalyst is O1CCCC1. The product is [O:13]1[CH2:14][CH2:15][CH2:16][CH2:17][CH:12]1[O:11][CH2:10][CH2:9][CH2:8][C:4]1[CH:3]=[C:2]([CH:7]=[CH:6][CH:5]=1)[CH:25]=[O:26]. The yield is 0.910. (2) The reactants are [C:1]([N:6]1[CH2:11][CH2:10][N:9]([C:12]([C:14]2[CH:19]=[CH:18][C:17]([CH:20]3[C:25]4=[N:26][NH:27][C:28](=[O:33])[C:29]5[CH:30]=[CH:31][CH:32]=[C:23]([C:24]=54)[NH:22][CH:21]3[C:34]3[CH:41]=[CH:40][C:37]([CH:38]=O)=[CH:36][CH:35]=3)=[CH:16][CH:15]=2)=[O:13])[CH2:8][CH2:7]1)(=[O:5])[CH:2]([CH3:4])[CH3:3].[CH3:42][NH:43]C.[BH4-].[Na+]. The catalyst is CO. The product is [C:1]([N:6]1[CH2:7][CH2:8][N:9]([C:12]([C:14]2[CH:15]=[CH:16][C:17]([CH:20]3[C:25]4=[N:26][NH:27][C:28](=[O:33])[C:29]5[CH:30]=[CH:31][CH:32]=[C:23]([C:24]=54)[NH:22][CH:21]3[C:34]3[CH:41]=[CH:40][C:37]([CH2:38][NH:43][CH3:42])=[CH:36][CH:35]=3)=[CH:18][CH:19]=2)=[O:13])[CH2:10][CH2:11]1)(=[O:5])[CH:2]([CH3:3])[CH3:4]. The yield is 0.490. (3) The reactants are Cl[CH:2]([CH:8]1[CH2:13][CH2:12][CH2:11][CH2:10][CH2:9]1)[C:3]([O:5][CH2:6][CH3:7])=[O:4].[F:14][C:15]1[CH:20]=[CH:19][CH:18]=[CH:17][C:16]=1[N+:21]([O-:23])=[O:22].Cl. The catalyst is CN(C=O)C.O. The product is [CH:8]1([CH:2]([C:19]2[CH:18]=[CH:17][C:16]([N+:21]([O-:23])=[O:22])=[C:15]([F:14])[CH:20]=2)[C:3]([O:5][CH2:6][CH3:7])=[O:4])[CH2:13][CH2:12][CH2:11][CH2:10][CH2:9]1. The yield is 0.490. (4) The reactants are [C:1]([C:3]1[CH:4]=[C:5]([CH:9]=[CH:10][CH:11]=1)[C:6]([OH:8])=[O:7])#[N:2].Cl.[C:13](O[C:13]([O:15][C:16]([CH3:19])([CH3:18])[CH3:17])=[O:14])([O:15][C:16]([CH3:19])([CH3:18])[CH3:17])=[O:14]. The catalyst is [Pd].CO.O1CCOCC1. The product is [C:6]([C:5]1[CH:4]=[C:3]([CH:11]=[CH:10][CH:9]=1)[CH2:1][NH:2][C:13](=[O:14])[O:15][C:16]([CH3:19])([CH3:18])[CH3:17])([OH:8])=[O:7]. The yield is 0.860. (5) The reactants are [Br:1][C:2]1[CH:3]=[CH:4][C:5]([CH2:8]O)=[N:6][CH:7]=1.S(Cl)([Cl:12])=O. The catalyst is C1(C)C=CC=CC=1. The product is [ClH:12].[Br:1][C:2]1[CH:3]=[CH:4][C:5]([CH2:8][Cl:12])=[N:6][CH:7]=1. The yield is 0.692. (6) The catalyst is C(OCC)C. The product is [C:11]([C:3]1[C:4]2[CH2:9][CH2:8][O:7][CH2:6][C:5]=2[S:10][C:2]=1[NH:1][C:26](=[O:27])[CH:25]([C:19]1[CH:24]=[CH:23][CH:22]=[CH:21][CH:20]=1)[CH2:29][CH3:30])#[N:12]. The yield is 0.660. The reactants are [NH2:1][C:2]1[S:10][C:5]2[CH2:6][O:7][CH2:8][CH2:9][C:4]=2[C:3]=1[C:11]#[N:12].C(=O)([O-])[O-].[K+].[K+].[C:19]1([CH:25]([CH2:29][CH3:30])[C:26](Cl)=[O:27])[CH:24]=[CH:23][CH:22]=[CH:21][CH:20]=1. (7) The product is [C:18]([CH2:17][CH2:16][C:5]([CH2:4][CH2:3][C:1]#[N:2])([C:11]([OH:13])=[O:12])[C:6]([OH:8])=[O:7])#[N:19]. No catalyst specified. The yield is 0.158. The reactants are [C:1]([CH2:3][CH2:4][C:5]([CH2:16][CH2:17][C:18]#[N:19])([C:11]([O:13]CC)=[O:12])[C:6]([O:8]CC)=[O:7])#[N:2].C[N+](C)(C)C.[OH-].Cl.